From a dataset of Full USPTO retrosynthesis dataset with 1.9M reactions from patents (1976-2016). Predict the reactants needed to synthesize the given product. (1) Given the product [I:12][C:3]1[N:4]2[CH:9]=[CH:8][C:7]([C:10]#[N:11])=[CH:6][C:5]2=[N:1][CH:2]=1, predict the reactants needed to synthesize it. The reactants are: [N:1]1[CH:2]=[CH:3][N:4]2[CH:9]=[CH:8][C:7]([C:10]#[N:11])=[CH:6][C:5]=12.[I:12]N1C(=O)CCC1=O.CN(C=O)C. (2) Given the product [CH3:19][C:18]1([CH3:20])[N:8]([C:6]([O:5][C:1]([CH3:4])([CH3:3])[CH3:2])=[O:7])[C@@H:9]([C:10]([O:12][CH3:13])=[O:11])[CH2:14][O:15]1, predict the reactants needed to synthesize it. The reactants are: [C:1]([O:5][C:6]([NH:8][C@H:9]([CH2:14][OH:15])[C:10]([O:12][CH3:13])=[O:11])=[O:7])([CH3:4])([CH3:3])[CH3:2].CO[C:18](OC)([CH3:20])[CH3:19]. (3) Given the product [F:1][C:2]1[C:7]([CH:8]=[O:9])=[CH:6][CH:5]=[CH:4][C:3]=1[NH:10][S:11]([C:14]1[CH:19]=[CH:18][C:17]([C:20]([F:23])([F:21])[F:22])=[CH:16][CH:15]=1)(=[O:13])=[O:12], predict the reactants needed to synthesize it. The reactants are: [F:1][C:2]1[C:7]([CH2:8][OH:9])=[CH:6][CH:5]=[CH:4][C:3]=1[NH:10][S:11]([C:14]1[CH:19]=[CH:18][C:17]([C:20]([F:23])([F:22])[F:21])=[CH:16][CH:15]=1)(=[O:13])=[O:12].CC(OI1(OC(C)=O)(OC(C)=O)OC(=O)C2C1=CC=CC=2)=O.C(=O)(O)[O-].[Na+].S([O-])([O-])(=O)=S.[Na+].[Na+]. (4) The reactants are: [CH2:1]([O:8][CH2:9][N:10]1[C:18]2[C:17]([NH2:19])=[N:16][C:15]([CH2:20][CH2:21][CH2:22][CH3:23])=[N:14][C:13]=2[C:12]([C:24]#[C:25][CH2:26][CH:27]2[CH2:32][CH2:31][NH:30][CH2:29][CH2:28]2)=[CH:11]1)[C:2]1[CH:7]=[CH:6][CH:5]=[CH:4][CH:3]=1.C(N(CC)CC)C.I[CH:41]([CH3:43])[CH3:42]. Given the product [CH2:1]([O:8][CH2:9][N:10]1[C:18]2[C:17]([NH2:19])=[N:16][C:15]([CH2:20][CH2:21][CH2:22][CH3:23])=[N:14][C:13]=2[C:12]([C:24]#[C:25][CH2:26][CH:27]2[CH2:28][CH2:29][N:30]([CH:41]([CH3:43])[CH3:42])[CH2:31][CH2:32]2)=[CH:11]1)[C:2]1[CH:3]=[CH:4][CH:5]=[CH:6][CH:7]=1, predict the reactants needed to synthesize it. (5) Given the product [C:31]1([CH3:34])[CH:32]=[CH:33][C:28]([C:2]2[C:3]([O:21][CH2:22][C:23]([F:26])([F:25])[F:24])=[N:4][CH:5]=[C:6]([CH:20]=2)[C:7]([NH:9][CH2:10][C:11]2[O:15][N:14]=[C:13]([C:16]([F:19])([F:18])[F:17])[N:12]=2)=[O:8])=[CH:29][CH:30]=1, predict the reactants needed to synthesize it. The reactants are: Br[C:2]1[C:3]([O:21][CH2:22][C:23]([F:26])([F:25])[F:24])=[N:4][CH:5]=[C:6]([CH:20]=1)[C:7]([NH:9][CH2:10][C:11]1[O:15][N:14]=[C:13]([C:16]([F:19])([F:18])[F:17])[N:12]=1)=[O:8].B(O)(O)[C:28]1[CH:29]=[CH:30][C:31]([CH3:34])=[CH:32][CH:33]=1.C([O-])([O-])=O.[Na+].[Na+].O1CCCC1. (6) Given the product [CH3:27][C:6]1([C:4]([OH:5])=[O:3])[CH2:11][CH2:10][CH2:9][N:8]([CH2:12][C:13]2[CH:18]=[CH:17][CH:16]=[C:15]([O:19][C:20]3[CH:21]=[CH:22][CH:23]=[CH:24][CH:25]=3)[CH:14]=2)[C:7]1=[O:26], predict the reactants needed to synthesize it. The reactants are: C([O:3][C:4]([C:6]1([CH3:27])[CH2:11][CH2:10][CH2:9][N:8]([CH2:12][C:13]2[CH:18]=[CH:17][CH:16]=[C:15]([O:19][C:20]3[CH:25]=[CH:24][CH:23]=[CH:22][CH:21]=3)[CH:14]=2)[C:7]1=[O:26])=[O:5])C.CO.O.O.[OH-].[Li+].